This data is from Peptide-MHC class II binding affinity with 134,281 pairs from IEDB. The task is: Regression. Given a peptide amino acid sequence and an MHC pseudo amino acid sequence, predict their binding affinity value. This is MHC class II binding data. (1) The peptide sequence is SLYVRASGRVTVSTK. The MHC is DRB1_0901 with pseudo-sequence DRB1_0901. The binding affinity (normalized) is 0.388. (2) The peptide sequence is TNFKYNYSVIEGGPI. The MHC is HLA-DPA10301-DPB10402 with pseudo-sequence HLA-DPA10301-DPB10402. The binding affinity (normalized) is 0.438.